Dataset: Full USPTO retrosynthesis dataset with 1.9M reactions from patents (1976-2016). Task: Predict the reactants needed to synthesize the given product. (1) Given the product [CH3:18][NH:17][C:14]1[N:15]=[CH:16][C:11]([C:9]2[O:10][C:6]3[CH:5]=[CH:4][C:3]([OH:2])=[CH:19][C:7]=3[CH:8]=2)=[CH:12][CH:13]=1, predict the reactants needed to synthesize it. The reactants are: C[O:2][C:3]1[CH:4]=[CH:5][C:6]2[O:10][C:9]([C:11]3[CH:12]=[CH:13][C:14]([NH:17][CH3:18])=[N:15][CH:16]=3)=[CH:8][C:7]=2[CH:19]=1.C(Cl)Cl.B(Br)(Br)Br.C([O-])(O)=O.[Na+]. (2) The reactants are: [CH3:1][C:2]1[C:3]([C:18]2[CH:23]=[CH:22][C:21]([O:24][CH3:25])=[CH:20][CH:19]=2)=[C:4]([O:14]COC)[C:5]2[C:10]([CH:11]=1)=[CH:9][C:8]([O:12][CH3:13])=[CH:7][CH:6]=2.Cl. Given the product [CH3:1][C:2]1[C:3]([C:18]2[CH:23]=[CH:22][C:21]([O:24][CH3:25])=[CH:20][CH:19]=2)=[C:4]([OH:14])[C:5]2[C:10]([CH:11]=1)=[CH:9][C:8]([O:12][CH3:13])=[CH:7][CH:6]=2, predict the reactants needed to synthesize it. (3) The reactants are: I[C:2]1[CH:7]=[CH:6][C:5]([C:8]([F:11])([F:10])[F:9])=[CH:4][CH:3]=1.[CH3:12][N:13]([CH3:26])[C:14]1[CH:19]=[CH:18][C:17]([CH:20]=[CH:21][CH:22]([OH:25])[C:23]#[CH:24])=[CH:16][CH:15]=1.C1(P(C2C=CC=CC=2)C2C=CC=CC=2)C=CC=CC=1.C(N(CC)CC)C. Given the product [CH3:26][N:13]([CH3:12])[C:14]1[CH:19]=[CH:18][C:17](/[CH:20]=[CH:21]/[C:22](=[O:25])/[CH:23]=[CH:24]/[C:2]2[CH:7]=[CH:6][C:5]([C:8]([F:11])([F:10])[F:9])=[CH:4][CH:3]=2)=[CH:16][CH:15]=1, predict the reactants needed to synthesize it.